This data is from NCI-60 drug combinations with 297,098 pairs across 59 cell lines. The task is: Regression. Given two drug SMILES strings and cell line genomic features, predict the synergy score measuring deviation from expected non-interaction effect. (1) Drug 1: COC1=NC(=NC2=C1N=CN2C3C(C(C(O3)CO)O)O)N. Drug 2: CCCCCOC(=O)NC1=NC(=O)N(C=C1F)C2C(C(C(O2)C)O)O. Cell line: RPMI-8226. Synergy scores: CSS=10.2, Synergy_ZIP=-3.81, Synergy_Bliss=-4.05, Synergy_Loewe=-7.84, Synergy_HSA=-4.00. (2) Drug 1: CC(C)(C#N)C1=CC(=CC(=C1)CN2C=NC=N2)C(C)(C)C#N. Drug 2: CC12CCC3C(C1CCC2OP(=O)(O)O)CCC4=C3C=CC(=C4)OC(=O)N(CCCl)CCCl.[Na+]. Cell line: SK-MEL-28. Synergy scores: CSS=25.8, Synergy_ZIP=-3.04, Synergy_Bliss=5.69, Synergy_Loewe=-0.0980, Synergy_HSA=0.0600.